This data is from Reaction yield outcomes from USPTO patents with 853,638 reactions. The task is: Predict the reaction yield, written as a fraction of the theoretical maximum amount of product (1.0 means a 100% yield; for example, 0.34 means a 34% yield). (1) The reactants are [Cl:1][C:2]1[N:7]=[CH:6][C:5]2[CH:8]=[N:9][NH:10][C:4]=2[CH:3]=1.C(N(CC)C(C)C)(C)C.[CH3:20][Si:21]([CH3:28])([CH3:27])[CH2:22][CH2:23][O:24][CH2:25]Cl. The catalyst is ClCCl. The product is [Cl:1][C:2]1[N:7]=[CH:6][C:5]2[CH:8]=[N:9][N:10]([CH2:25][O:24][CH2:23][CH2:22][Si:21]([CH3:28])([CH3:27])[CH3:20])[C:4]=2[CH:3]=1. The yield is 0.130. (2) The reactants are [CH2:1]([C:3]1[CH:8]=[C:7]([N+:9]([O-])=O)[C:6]([O:12][CH3:13])=[CH:5][C:4]=1[N:14]1[CH2:19][CH2:18][CH:17]([N:20]2[CH2:25][CH2:24][N:23]([S:26]([CH3:29])(=[O:28])=[O:27])[CH2:22][CH2:21]2)[CH2:16][CH2:15]1)[CH3:2]. The catalyst is CCOC(C)=O.[Pt]. The product is [CH2:1]([C:3]1[C:4]([N:14]2[CH2:19][CH2:18][CH:17]([N:20]3[CH2:21][CH2:22][N:23]([S:26]([CH3:29])(=[O:27])=[O:28])[CH2:24][CH2:25]3)[CH2:16][CH2:15]2)=[CH:5][C:6]([O:12][CH3:13])=[C:7]([CH:8]=1)[NH2:9])[CH3:2]. The yield is 0.460. (3) The reactants are [F:1][C:2]1[CH:7]=[CH:6][C:5]([C:8]2[C:9](=[O:17])[C:10]([C:14]([OH:16])=O)=[CH:11][NH:12][CH:13]=2)=[CH:4][CH:3]=1.CN(C(ON1N=NC2C=CC=NC1=2)=[N+](C)C)C.[F:35][P-](F)(F)(F)(F)F.CCN(C(C)C)C(C)C.[NH2:51][C:52]1[CH:78]=[CH:77][C:55]([O:56][C:57]2[C:58]3[CH:59]=[C:60]4[O:76][CH2:75][CH2:74][O:73][CH2:72][CH2:71][O:70][CH2:69][CH2:68][O:67][C:61]4=[CH:62][C:63]=3[N:64]=[CH:65][N:66]=2)=[C:54](C)[CH:53]=1.Cl. The catalyst is CN(C=O)C. The product is [F:35][C:54]1[CH:53]=[C:52]([NH:51][C:14]([C:10]2[C:9](=[O:17])[C:8]([C:5]3[CH:4]=[CH:3][C:2]([F:1])=[CH:7][CH:6]=3)=[CH:13][NH:12][CH:11]=2)=[O:16])[CH:78]=[CH:77][C:55]=1[O:56][C:57]1[C:58]2[CH:59]=[C:60]3[O:76][CH2:75][CH2:74][O:73][CH2:72][CH2:71][O:70][CH2:69][CH2:68][O:67][C:61]3=[CH:62][C:63]=2[N:64]=[CH:65][N:66]=1. The yield is 0.400. (4) The reactants are [F:1][C:2]1[CH:3]=[C:4]([Mg]Br)[CH:5]=[CH:6][CH:7]=1.Br[C:11]1[CH:16]=[CH:15][C:14]([CH:17]([OH:22])[C:18]([F:21])([F:20])[F:19])=[CH:13][CH:12]=1.C(O)(C(F)(F)F)=O. The catalyst is C1COCC1.C1C=CC([P]([Pd]([P](C2C=CC=CC=2)(C2C=CC=CC=2)C2C=CC=CC=2)([P](C2C=CC=CC=2)(C2C=CC=CC=2)C2C=CC=CC=2)[P](C2C=CC=CC=2)(C2C=CC=CC=2)C2C=CC=CC=2)(C2C=CC=CC=2)C2C=CC=CC=2)=CC=1. The product is [F:19][C:18]([F:20])([F:21])[CH:17]([C:14]1[CH:15]=[CH:16][C:11]([C:4]2[CH:5]=[CH:6][CH:7]=[C:2]([F:1])[CH:3]=2)=[CH:12][CH:13]=1)[OH:22]. The yield is 0.940. (5) The reactants are ClC(OC(Cl)C)=O.[Cl:8][C:9]1[CH:14]=[CH:13][C:12]([C:15]2[CH:16]=[N:17][C:18]([CH:21]3[CH2:26][CH2:25][N:24](C)[CH2:23][CH2:22]3)=[N:19][CH:20]=2)=[CH:11][CH:10]=1.CO. The catalyst is ClCCCl.C(OCC)C. The product is [Cl:8][C:9]1[CH:14]=[CH:13][C:12]([C:15]2[CH:16]=[N:17][C:18]([CH:21]3[CH2:26][CH2:25][NH:24][CH2:23][CH2:22]3)=[N:19][CH:20]=2)=[CH:11][CH:10]=1. The yield is 0.760. (6) The reactants are [F:1][C:2]([F:7])([F:6])[C:3]([OH:5])=[O:4].[F:8][C:9]([F:14])([F:13])[C:10]([OH:12])=[O:11].FC(F)(F)C(O)=O.[Cl:22][C:23]1[CH:24]=[N:25][C:26]2[NH:27][C:28]3[CH:29]=[N:30][CH:31]=[C:32]([CH:54]=3)[CH2:33][CH2:34][C:35]3[CH:43]=[C:39]([NH:40][C:41]=1[N:42]=2)[CH:38]=[CH:37][C:36]=3[NH:44][C:45](=[O:53])[CH2:46][CH:47]1[CH2:52][CH2:51][NH:50][CH2:49][CH2:48]1.[S:55]1[CH:59]=[CH:58][N:57]=[C:56]1[C:60](Cl)=[O:61]. No catalyst specified. The product is [F:1][C:2]([F:7])([F:6])[C:3]([OH:5])=[O:4].[F:8][C:9]([F:14])([F:13])[C:10]([OH:12])=[O:11].[Cl:22][C:23]1[CH:24]=[N:25][C:26]2[NH:27][C:28]3[CH:29]=[N:30][CH:31]=[C:32]([CH:54]=3)[CH2:33][CH2:34][C:35]3[CH:43]=[C:39]([NH:40][C:41]=1[N:42]=2)[CH:38]=[CH:37][C:36]=3[NH:44][C:45](=[O:53])[CH2:46][CH:47]1[CH2:52][CH2:51][N:50]([C:60]([C:56]2[S:55][CH:59]=[CH:58][N:57]=2)=[O:61])[CH2:49][CH2:48]1. The yield is 0.370.